This data is from Catalyst prediction with 721,799 reactions and 888 catalyst types from USPTO. The task is: Predict which catalyst facilitates the given reaction. (1) Reactant: [H-].[Na+].[C:3]([N:22]1[CH:27]=[CH:26][C:25](=[O:28])[NH:24][C:23]1=[O:29])([C:16]1[CH:21]=[CH:20][CH:19]=[CH:18][CH:17]=1)([C:10]1[CH:15]=[CH:14][CH:13]=[CH:12][CH:11]=1)[C:4]1[CH:9]=[CH:8][CH:7]=[CH:6][CH:5]=1.[CH:30]([C:33]1[CH:38]=[C:37]([CH:39]([CH3:41])[CH3:40])[CH:36]=[C:35]([CH:42]([CH3:44])[CH3:43])[C:34]=1[S:45](Cl)(=[O:47])=[O:46])([CH3:32])[CH3:31].[Cl-].[NH4+]. Product: [CH:30]([C:33]1[CH:38]=[C:37]([CH:39]([CH3:40])[CH3:41])[CH:36]=[C:35]([CH:42]([CH3:44])[CH3:43])[C:34]=1[S:45]([O:28][C:25]1[CH:26]=[CH:27][N:22]([C:3]([C:16]2[CH:21]=[CH:20][CH:19]=[CH:18][CH:17]=2)([C:4]2[CH:9]=[CH:8][CH:7]=[CH:6][CH:5]=2)[C:10]2[CH:11]=[CH:12][CH:13]=[CH:14][CH:15]=2)[C:23](=[O:29])[N:24]=1)(=[O:47])=[O:46])([CH3:31])[CH3:32]. The catalyst class is: 49. (2) Reactant: [C:1]1([S:7][CH2:8][C@@H:9]([OH:22])[CH2:10]OS(C2C=CC(C)=CC=2)(=O)=O)[CH:6]=[CH:5][CH:4]=[CH:3][CH:2]=1.C[O-].[Na+]. Product: [C:1]1([S:7][CH2:8][C@H:9]2[O:22][CH2:10]2)[CH:2]=[CH:3][CH:4]=[CH:5][CH:6]=1. The catalyst class is: 8.